This data is from Reaction yield outcomes from USPTO patents with 853,638 reactions. The task is: Predict the reaction yield, written as a fraction of the theoretical maximum amount of product (1.0 means a 100% yield; for example, 0.34 means a 34% yield). (1) The reactants are [CH3:1][NH:2][C:3]1[N:8]=[CH:7][NH:6][C:5](=[O:9])[CH:4]=1.[CH2:10](Br)[C:11]1[CH:16]=[CH:15][CH:14]=[CH:13][CH:12]=1.C(=O)([O-])[O-].[K+].[K+]. The catalyst is C(O)C. The product is [CH2:10]([N:6]1[C:5](=[O:9])[CH:4]=[C:3]([NH:2][CH3:1])[N:8]=[CH:7]1)[C:11]1[CH:16]=[CH:15][CH:14]=[CH:13][CH:12]=1. The yield is 0.430. (2) The reactants are B(Br)(Br)Br.C([O:12][C:13]1[CH:14]=[C:15]([F:28])[CH:16]=[C:17]([CH:19]=[CH:20][C:21]2[CH:26]=[CH:25][C:24]([F:27])=[CH:23][CH:22]=2)[CH:18]=1)C1C=CC=CC=1.CO. The catalyst is C(Cl)Cl. The product is [F:28][C:15]1[CH:16]=[C:17]([CH:19]=[CH:20][C:21]2[CH:26]=[CH:25][C:24]([F:27])=[CH:23][CH:22]=2)[CH:18]=[C:13]([OH:12])[CH:14]=1. The yield is 0.860. (3) The reactants are C(OC([N:8]1[CH2:13][CH2:12][CH:11]([C:14]2[CH:19]=[CH:18][C:17]([S:20]([CH3:23])(=[O:22])=[O:21])=[CH:16][CH:15]=2)[CH2:10][CH2:9]1)=O)(C)(C)C.C(O)(C(F)(F)F)=O. The catalyst is C(Cl)Cl. The product is [CH3:23][S:20]([C:17]1[CH:16]=[CH:15][C:14]([CH:11]2[CH2:12][CH2:13][NH:8][CH2:9][CH2:10]2)=[CH:19][CH:18]=1)(=[O:22])=[O:21]. The yield is 0.970. (4) The reactants are [CH3:1][C:2]([Si:5]([CH3:37])([CH3:36])[O:6][CH2:7][C@@H:8]([O:10][C:11]1[CH:12]=[C:13]([CH:25]=[C:26]([O:28]CC2C=CC=CC=2)[CH:27]=1)[C:14]([NH:16][C:17]1[CH:21]=[CH:20][N:19]([CH:22]([CH3:24])[CH3:23])[N:18]=1)=[O:15])[CH3:9])([CH3:4])[CH3:3]. The catalyst is C1COCC1. The product is [CH3:1][C:2]([Si:5]([CH3:37])([CH3:36])[O:6][CH2:7][C@@H:8]([O:10][C:11]1[CH:12]=[C:13]([CH:25]=[C:26]([OH:28])[CH:27]=1)[C:14]([NH:16][C:17]1[CH:21]=[CH:20][N:19]([CH:22]([CH3:24])[CH3:23])[N:18]=1)=[O:15])[CH3:9])([CH3:4])[CH3:3]. The yield is 0.970. (5) The reactants are [Br:1][C:2]1[CH:8]=[CH:7][C:5]([NH2:6])=[C:4]([N+:9]([O-:11])=[O:10])[CH:3]=1.[H-].[Na+].[C:14](O[C:14]([O:16][C:17]([CH3:20])([CH3:19])[CH3:18])=[O:15])([O:16][C:17]([CH3:20])([CH3:19])[CH3:18])=[O:15]. The catalyst is CN(C=O)C. The product is [Br:1][C:2]1[CH:8]=[CH:7][C:5]([NH:6][C:14](=[O:15])[O:16][C:17]([CH3:20])([CH3:19])[CH3:18])=[C:4]([N+:9]([O-:11])=[O:10])[CH:3]=1. The yield is 0.510.